Dataset: Reaction yield outcomes from USPTO patents with 853,638 reactions. Task: Predict the reaction yield, written as a fraction of the theoretical maximum amount of product (1.0 means a 100% yield; for example, 0.34 means a 34% yield). (1) The reactants are [CH3:1][NH:2][S:3]([C:6]1[CH:11]=[CH:10][C:9](B(O)O)=[CH:8][CH:7]=1)(=[O:5])=[O:4].[C:15]([O:19][C:20](=[O:29])[NH:21][C:22]1[CH:27]=[CH:26][CH:25]=[C:24](Br)[N:23]=1)([CH3:18])([CH3:17])[CH3:16].C([O-])([O-])=O.[K+].[K+]. The yield is 0.580. The catalyst is CN(C=O)C.O.C1C=CC([P]([Pd]([P](C2C=CC=CC=2)(C2C=CC=CC=2)C2C=CC=CC=2)([P](C2C=CC=CC=2)(C2C=CC=CC=2)C2C=CC=CC=2)[P](C2C=CC=CC=2)(C2C=CC=CC=2)C2C=CC=CC=2)(C2C=CC=CC=2)C2C=CC=CC=2)=CC=1. The product is [CH3:1][NH:2][S:3]([C:6]1[CH:11]=[CH:10][C:9]([C:24]2[N:23]=[C:22]([NH:21][C:20](=[O:29])[O:19][C:15]([CH3:17])([CH3:16])[CH3:18])[CH:27]=[CH:26][CH:25]=2)=[CH:8][CH:7]=1)(=[O:5])=[O:4]. (2) The reactants are [Br:1][C:2]1[CH:3]=[C:4]([NH:8][C:9](=[O:15])[O:10][C:11]([CH3:14])([CH3:13])[CH3:12])[CH:5]=[CH:6][CH:7]=1.[H-].[Na+].[CH3:18]I. The catalyst is CN(C)C=O. The product is [Br:1][C:2]1[CH:3]=[C:4]([N:8]([CH3:18])[C:9](=[O:15])[O:10][C:11]([CH3:12])([CH3:14])[CH3:13])[CH:5]=[CH:6][CH:7]=1. The yield is 0.950. (3) The reactants are C(OC([N:8]1[CH2:21][CH:20]2[CH2:22][CH:10]([C:11]3[CH:12]=[C:13]4[C:17](=[CH:18][C:19]=32)[N:16]=[C:15]([CH3:23])[N:14]4[CH2:24][CH2:25][CH3:26])[CH2:9]1)=O)(C)(C)C.[ClH:27].CCOC(C)=O. No catalyst specified. The product is [ClH:27].[CH3:23][C:15]1[N:14]([CH2:24][CH2:25][CH3:26])[C:13]2[C:17](=[CH:18][C:19]3[CH:20]4[CH2:22][CH:10]([C:11]=3[CH:12]=2)[CH2:9][NH:8][CH2:21]4)[N:16]=1. The yield is 0.340. (4) The reactants are [CH2:1]([O:3][C:4]([C:6]1[C:10]([CH:11]=O)=[CH:9][S:8][C:7]=1[NH:13][C:14]([O:16][C:17]([CH3:20])([CH3:19])[CH3:18])=[O:15])=[O:5])[CH3:2].[C:21](=O)([O-])[O-].[K+].[K+].COP(C(=[N+]=[N-])C(=O)C)(=O)OC. The catalyst is CCO. The product is [CH2:1]([O:3][C:4]([C:6]1[C:10]([C:11]#[CH:21])=[CH:9][S:8][C:7]=1[NH:13][C:14]([O:16][C:17]([CH3:20])([CH3:19])[CH3:18])=[O:15])=[O:5])[CH3:2]. The yield is 0.930. (5) The reactants are [C:1]([O:5][C:6]([N:8]1[CH2:13][CH2:12][N:11]([C:14]2[CH:19]=[CH:18][C:17]([OH:20])=[CH:16][CH:15]=2)[C@@H:10]([CH2:21][O:22][CH2:23][C:24]2[CH:29]=[CH:28][C:27]([O:30][CH3:31])=[CH:26][CH:25]=2)[CH2:9]1)=[O:7])([CH3:4])([CH3:3])[CH3:2].Br[CH2:33][CH2:34][CH2:35][OH:36].C(=O)([O-])[O-].[K+].[K+]. The catalyst is C(#N)C. The product is [C:1]([O:5][C:6]([N:8]1[CH2:13][CH2:12][N:11]([C:14]2[CH:19]=[CH:18][C:17]([O:20][CH2:33][CH2:34][CH2:35][OH:36])=[CH:16][CH:15]=2)[C@@H:10]([CH2:21][O:22][CH2:23][C:24]2[CH:25]=[CH:26][C:27]([O:30][CH3:31])=[CH:28][CH:29]=2)[CH2:9]1)=[O:7])([CH3:4])([CH3:3])[CH3:2]. The yield is 0.870. (6) The catalyst is C1COCC1.O.C(O)(=O)C. The yield is 0.320. The reactants are [S:1]1[CH:5]=[CH:4][C:3]2[C:6](=O)[CH2:7][CH2:8][C:2]1=2.[Br:10][C:11]1[CH:16]=[CH:15][C:14]([N:17]=[C:18]=S)=[CH:13][CH:12]=1.C[Si](C)(C)[Si](C)(C)C.[Li].O.[NH2:30][NH2:31]. The product is [Br:10][C:11]1[CH:16]=[CH:15][C:14]([NH:17][C:18]2[C:7]3[CH2:8][C:2]4[S:1][CH:5]=[CH:4][C:3]=4[C:6]=3[NH:31][N:30]=2)=[CH:13][CH:12]=1. (7) The reactants are C[O:2][C:3](=[O:24])[C:4]1[CH:9]=[C:8]([C:10]2[S:11][CH:12]=[C:13]([C:15]3[CH:20]=[CH:19][C:18]([Cl:21])=[C:17]([Cl:22])[CH:16]=3)[N:14]=2)[CH:7]=[CH:6][C:5]=1Br.ClC1C=CC(C(F)(F)F)=CC=1B(O)O.[N+:39]([C:42]1[CH:47]=[CH:46][C:45]([C:48]([F:51])([F:50])[F:49])=[CH:44][C:43]=1B(O)O)([O-:41])=[O:40]. No catalyst specified. The product is [Cl:22][C:17]1[CH:16]=[C:15]([C:13]2[N:14]=[C:10]([C:8]3[CH:9]=[C:4]([C:3]([OH:2])=[O:24])[C:5]([C:43]4[CH:44]=[C:45]([C:48]([F:51])([F:50])[F:49])[CH:46]=[CH:47][C:42]=4[N+:39]([O-:41])=[O:40])=[CH:6][CH:7]=3)[S:11][CH:12]=2)[CH:20]=[CH:19][C:18]=1[Cl:21]. The yield is 0.230.